Dataset: Catalyst prediction with 721,799 reactions and 888 catalyst types from USPTO. Task: Predict which catalyst facilitates the given reaction. (1) Reactant: C[Si](I)(C)C.C([O:13][C@@H:14]([C@H:16]1[CH2:21][O:20][CH2:19][C@@H:18]([C:22]2[CH:27]=[CH:26][C:25]([Cl:28])=[CH:24][CH:23]=2)[NH:17]1)[CH3:15])C1C=CC=CC=1.[OH-].[Na+]. Product: [Cl:28][C:25]1[CH:24]=[CH:23][C:22]([C@H:18]2[NH:17][C@@H:16]([C@H:14]([OH:13])[CH3:15])[CH2:21][O:20][CH2:19]2)=[CH:27][CH:26]=1. The catalyst class is: 4. (2) Reactant: [NH2:1][C:2]1[C:3]([O:9][CH3:10])=[N:4][CH:5]=[C:6]([Br:8])[CH:7]=1.N1C=CC=CC=1.[C:17]1([S:23](Cl)(=[O:25])=[O:24])[CH:22]=[CH:21][CH:20]=[CH:19][CH:18]=1. Product: [Br:8][C:6]1[CH:7]=[C:2]([NH:1][S:23]([C:17]2[CH:22]=[CH:21][CH:20]=[CH:19][CH:18]=2)(=[O:25])=[O:24])[C:3]([O:9][CH3:10])=[N:4][CH:5]=1. The catalyst class is: 4. (3) Product: [OH:17][C:12]1[C:13]([C:14](=[O:16])[CH3:15])=[C:3]([OH:4])[C:5]2[C:10]([N:11]=1)=[N:9][CH:8]=[CH:7][N:6]=2. The catalyst class is: 5. Reactant: CO[C:3]([C:5]1[C:10]([NH:11][C:12](=[O:17])[CH2:13][C:14](=[O:16])[CH3:15])=[N:9][CH:8]=[CH:7][N:6]=1)=[O:4].C[O-].[Na+]. (4) Reactant: Br[C:2]1[CH:7]=[CH:6][C:5]([C:8]([CH3:11])([CH3:10])[CH3:9])=[CH:4][CH:3]=1.[Li]C(CC)C.N#N.[O:19]=[C:20]1[CH2:37][CH:23]2[CH2:24][N:25]([C:27]([O:29][CH2:30][C:31]3[CH:36]=[CH:35][CH:34]=[CH:33][CH:32]=3)=[O:28])[CH2:26][CH:22]2[CH2:21]1. Product: [C:8]([C:5]1[CH:6]=[CH:7][C:2]([C:20]2([OH:19])[CH2:21][CH:22]3[CH2:26][N:25]([C:27]([O:29][CH2:30][C:31]4[CH:36]=[CH:35][CH:34]=[CH:33][CH:32]=4)=[O:28])[CH2:24][CH:23]3[CH2:37]2)=[CH:3][CH:4]=1)([CH3:11])([CH3:10])[CH3:9]. The catalyst class is: 7. (5) Reactant: [Si]([O:8][C@@H:9]1[C@@:26]2([CH3:27])[C:13](=[CH:14][CH:15]=[C:16]3[C@@H:25]2[CH2:24][CH2:23][C@@:21]2([CH3:22])[C@H:17]3[CH2:18][CH2:19][C@@H:20]2[CH2:28][S:29][CH2:30][CH2:31][C:32]([OH:35])([CH3:34])[CH3:33])[CH2:12][C@@H:11]([O:36][Si](C(C)(C)C)(C)C)[CH2:10]1)(C(C)(C)C)(C)C.O1CCCC1.[F-].C([N+](CCCC)(CCCC)CCCC)CCC. Product: [OH:8][C@@H:9]1[C@@:26]2([CH3:27])[C:13](=[CH:14][CH:15]=[C:16]3[C@@H:25]2[CH2:24][CH2:23][C@@:21]2([CH3:22])[C@H:17]3[CH2:18][CH2:19][C@@H:20]2[CH2:28][S:29][CH2:30][CH2:31][C:32]([OH:35])([CH3:34])[CH3:33])[CH2:12][C@@H:11]([OH:36])[CH2:10]1. The catalyst class is: 54. (6) Reactant: [F:1][C:2]1[CH:7]=[CH:6][C:5]([C:8]2[O:12][C:11]([C:13]([F:16])([F:15])[F:14])=[N:10][C:9]=2[C:17]([O:19]CC)=[O:18])=[CH:4][CH:3]=1.[Li+].[OH-]. Product: [F:1][C:2]1[CH:3]=[CH:4][C:5]([C:8]2[O:12][C:11]([C:13]([F:16])([F:14])[F:15])=[N:10][C:9]=2[C:17]([OH:19])=[O:18])=[CH:6][CH:7]=1. The catalyst class is: 20. (7) Reactant: [CH3:1][N:2]([CH3:23])[C:3](=[O:22])[CH2:4][N:5]([CH3:21])[C:6]([C:8]1[S:9][C:10]2[N:11]=[CH:12][N:13]=[C:14](S(C)(=O)=O)[C:15]=2[N:16]=1)=[O:7].[NH:24]1[C:28]2=[CH:29][N:30]=[C:31]([NH2:33])[CH:32]=[C:27]2[CH:26]=[N:25]1. Product: [CH3:1][N:2]([CH3:23])[C:3](=[O:22])[CH2:4][N:5]([CH3:21])[C:6]([C:8]1[S:9][C:10]2[N:11]=[CH:12][N:13]=[C:14]([NH:33][C:31]3[CH:32]=[C:27]4[CH:26]=[N:25][NH:24][C:28]4=[CH:29][N:30]=3)[C:15]=2[N:16]=1)=[O:7]. The catalyst class is: 16. (8) Product: [Cl:1][C:2]1[C:3]([CH3:27])=[C:4]([C:20]2[C:21]([CH3:26])=[N:22][O:23][C:24]=2[CH3:25])[N:5]=[C:6]([C:8]2[CH:13]=[C:12]([OH:14])[CH:11]=[CH:10][C:9]=2[C:16]([F:17])([F:18])[F:19])[N:7]=1. Reactant: [Cl:1][C:2]1[N:7]=[C:6]([C:8]2[CH:13]=[C:12]([O:14]C)[CH:11]=[CH:10][C:9]=2[C:16]([F:19])([F:18])[F:17])[N:5]=[C:4]([C:20]2[C:21]([CH3:26])=[N:22][O:23][C:24]=2[CH3:25])[C:3]=1[CH3:27].B(Br)(Br)Br. The catalyst class is: 2. (9) Reactant: [OH:1][C:2]1[CH:11]=[C:10]2[C:5]([C:6](=[O:21])[C:7]([C:13]3[CH:18]=[CH:17][C:16]([O:19][CH3:20])=[CH:15][CH:14]=3)=[C:8]([CH3:12])[O:9]2)=[CH:4][CH:3]=1.C([O-])([O-])=O.[K+].[K+].[CH2:28](Br)[C:29]#[CH:30]. Product: [C:28]([O:1][C:2]1[CH:11]=[C:10]2[C:5]([C:6](=[O:21])[C:7]([C:13]3[CH:18]=[CH:17][C:16]([O:19][CH3:20])=[CH:15][CH:14]=3)=[C:8]([CH3:12])[O:9]2)=[CH:4][CH:3]=1)#[C:29][CH3:30]. The catalyst class is: 21. (10) Reactant: C(N(CC)CC)C.Cl.[CH3:9][O:10][C:11](=[O:15])[CH2:12][CH2:13][NH2:14].N1C=CC=CC=1.[Cl:22][CH:23]([CH3:27])[C:24](Cl)=[O:25]. Product: [CH3:9][O:10][C:11](=[O:15])[CH2:12][CH2:13][NH:14][C:24](=[O:25])[CH:23]([Cl:22])[CH3:27]. The catalyst class is: 4.